Task: Predict the reactants needed to synthesize the given product.. Dataset: Full USPTO retrosynthesis dataset with 1.9M reactions from patents (1976-2016) (1) Given the product [C:1]([O:5][C@@H:6]([C:12]1[C:13]([CH3:44])=[N:14][C:15]2[N:16]([N:26]=[C:27]([C:29]3[S:54][C:32]([CH:33]([C:35]4[CH:40]=[CH:39][C:38]([F:41])=[CH:37][CH:36]=4)[CH3:34])=[CH:31][N:30]=3)[CH:28]=2)[C:17]=1[N:18]1[CH2:23][CH2:22][C:21]([CH3:25])([CH3:24])[CH2:20][CH2:19]1)[C:7]([OH:9])=[O:8])([CH3:4])([CH3:3])[CH3:2], predict the reactants needed to synthesize it. The reactants are: [C:1]([O:5][C@@H:6]([C:12]1[C:13]([CH3:44])=[N:14][C:15]2[N:16]([N:26]=[C:27]([C:29](=O)[NH:30][CH2:31][C:32](=O)[CH:33]([C:35]3[CH:40]=[CH:39][C:38]([F:41])=[CH:37][CH:36]=3)[CH3:34])[CH:28]=2)[C:17]=1[N:18]1[CH2:23][CH2:22][C:21]([CH3:25])([CH3:24])[CH2:20][CH2:19]1)[C:7]([O:9]CC)=[O:8])([CH3:4])([CH3:3])[CH3:2].COC1C=CC(P2(SP(C3C=CC(OC)=CC=3)(=S)S2)=[S:54])=CC=1. (2) Given the product [I:1][C:2]1[CH:7]=[CH:6][CH:5]=[CH:4][C:3]=1[O:8][CH2:12][CH:13]=[CH:14][CH2:15][CH3:16], predict the reactants needed to synthesize it. The reactants are: [I:1][C:2]1[CH:7]=[CH:6][CH:5]=[CH:4][C:3]=1[OH:8].[H-].[Na+].Br[CH2:12][CH:13]=[CH:14][CH2:15][CH3:16].